From a dataset of Forward reaction prediction with 1.9M reactions from USPTO patents (1976-2016). Predict the product of the given reaction. Given the reactants [Si:1]([O:8]S(C(F)(F)F)(=O)=O)([C:4]([CH3:7])([CH3:6])[CH3:5])([CH3:3])[CH3:2].C(N(CC)CC)C.[CH3:23][O:24][C:25](=[O:37])[CH2:26][C:27]1[CH:32]=[C:31]([O:33][CH3:34])[C:30](O)=[C:29]([Br:36])[CH:28]=1.C(=O)(O)[O-].[Na+], predict the reaction product. The product is: [CH3:23][O:24][C:25](=[O:37])[CH2:26][C:27]1[CH:32]=[C:31]([O:33][CH3:34])[C:30]([O:8][Si:1]([C:4]([CH3:7])([CH3:6])[CH3:5])([CH3:3])[CH3:2])=[C:29]([Br:36])[CH:28]=1.